From a dataset of Forward reaction prediction with 1.9M reactions from USPTO patents (1976-2016). Predict the product of the given reaction. (1) Given the reactants [Mn]([O-])(=O)(=O)=O.[K+].[Br:7][C:8]1[CH:9]=[C:10]([CH:21]=[O:22])[N:11]([C:13]2[C:18]([Cl:19])=[CH:17][N:16]=[CH:15][C:14]=2[Cl:20])[CH:12]=1.CC(C)=[O:25].[OH-].[Na+], predict the reaction product. The product is: [Br:7][C:8]1[CH:9]=[C:10]([C:21]([OH:25])=[O:22])[N:11]([C:13]2[C:18]([Cl:19])=[CH:17][N:16]=[CH:15][C:14]=2[Cl:20])[CH:12]=1. (2) Given the reactants [C:1]([CH2:3][C:4]([NH:6][CH2:7][CH2:8][CH:9]([NH:13][C:14](=[O:18])[CH2:15][C:16]#[N:17])[CH2:10][CH2:11][CH3:12])=[O:5])#[N:2].[OH:19][C:20]1[CH:21]=[C:22]([CH:25]=[C:26]([O:29][CH3:30])[C:27]=1[OH:28])[CH:23]=O, predict the reaction product. The product is: [C:1]([C:3](=[CH:23][C:22]1[CH:25]=[C:26]([O:29][CH3:30])[C:27]([OH:28])=[C:20]([OH:19])[CH:21]=1)[C:4]([NH:6][CH2:7][CH2:8][CH:9]([NH:13][C:14](=[O:18])[C:15]([C:16]#[N:17])=[CH:23][C:22]1[CH:25]=[C:26]([O:29][CH3:30])[C:27]([OH:28])=[C:20]([OH:19])[CH:21]=1)[CH2:10][CH2:11][CH3:12])=[O:5])#[N:2]. (3) The product is: [OH:31][C@H:32]([CH2:36][CH3:37])[C:33]([N:4]1[CH2:3][CH2:2][N:1]([C:7]2[C:16]3[C:11](=[CH:12][CH:13]=[CH:14][CH:15]=3)[N:10]=[C:9]([C:17]3[CH:22]=[CH:21][CH:20]=[CH:19][C:18]=3[OH:23])[N:8]=2)[CH2:6][CH2:5]1)=[O:34]. Given the reactants [N:1]1([C:7]2[C:16]3[C:11](=[CH:12][CH:13]=[CH:14][CH:15]=3)[N:10]=[C:9]([C:17]3[CH:22]=[CH:21][CH:20]=[CH:19][C:18]=3[OH:23])[N:8]=2)[CH2:6][CH2:5][NH:4][CH2:3][CH2:2]1.C(N(CC)CC)C.[OH:31][C@H:32]([CH2:36][CH3:37])[C:33](O)=[O:34].CN(C(ON1N=NC2C=CC=NC1=2)=[N+](C)C)C.F[P-](F)(F)(F)(F)F, predict the reaction product. (4) Given the reactants [CH3:1][C:2]([OH:20])([CH3:19])[CH2:3][NH:4][C:5]1[N:6]=[N:7][C:8]([C:11]#[C:12][C:13]2[CH:18]=[CH:17][CH:16]=[CH:15][CH:14]=2)=[CH:9][CH:10]=1.C(N(CC)CC)C.Cl[C:29](Cl)([O:31]C(=O)OC(Cl)(Cl)Cl)Cl, predict the reaction product. The product is: [CH3:19][C:2]1([CH3:1])[O:20][C:29](=[O:31])[N:4]([C:5]2[N:6]=[N:7][C:8]([C:11]#[C:12][C:13]3[CH:18]=[CH:17][CH:16]=[CH:15][CH:14]=3)=[CH:9][CH:10]=2)[CH2:3]1. (5) Given the reactants C([N:4]1[C:12]2[C:7](=[CH:8][CH:9]=[CH:10][CH:11]=2)[C:6](=[C:13](OCC)[C:14]2[CH:19]=[CH:18][CH:17]=[CH:16][CH:15]=2)[C:5]1=[O:23])(=O)C.[CH3:24][S:25]([NH:28][C:29]1[CH:30]=[C:31]([CH:33]=[CH:34][CH:35]=1)[NH2:32])(=[O:27])=[O:26].[OH-].[Na+], predict the reaction product. The product is: [CH3:24][S:25]([NH:28][C:29]1[CH:30]=[C:31]([NH:32]/[C:13](=[C:6]2\[C:5](=[O:23])[NH:4][C:12]3[C:7]\2=[CH:8][CH:9]=[CH:10][CH:11]=3)/[C:14]2[CH:15]=[CH:16][CH:17]=[CH:18][CH:19]=2)[CH:33]=[CH:34][CH:35]=1)(=[O:27])=[O:26]. (6) Given the reactants [ClH:1].[N:2]1([C:8]2[C:16]3[CH:15]=[C:14](C(O)=O)[S:13][C:12]=3[CH:11]=[CH:10][CH:9]=2)[CH2:7][CH2:6][NH:5][CH2:4][CH2:3]1.C1(OC2C=CC=CC=2)C=CC=CC=1, predict the reaction product. The product is: [ClH:1].[S:13]1[CH:14]=[CH:15][C:16]2[C:8]([N:2]3[CH2:7][CH2:6][NH:5][CH2:4][CH2:3]3)=[CH:9][CH:10]=[CH:11][C:12]1=2.